Dataset: Full USPTO retrosynthesis dataset with 1.9M reactions from patents (1976-2016). Task: Predict the reactants needed to synthesize the given product. (1) Given the product [C:26]([O:25][C:23]([N:1]1[CH2:5][CH2:4][CH2:3][C:2]1=[O:6])=[O:24])([CH3:29])([CH3:28])[CH3:27], predict the reactants needed to synthesize it. The reactants are: [NH:1]1[CH2:5][CH2:4][CH2:3][C:2]1=[O:6].C(N(CC)CC)C.CN(C1C=CC=CN=1)C.[C:23](O[C:23]([O:25][C:26]([CH3:29])([CH3:28])[CH3:27])=[O:24])([O:25][C:26]([CH3:29])([CH3:28])[CH3:27])=[O:24]. (2) Given the product [I:1][C:2]1[CH:3]=[C:4]2[C:8](=[CH:9][CH:10]=1)[N:7]([CH:29]1[CH2:30][CH2:31][CH2:32][CH2:33][O:28]1)[N:6]=[C:5]2[C:11]([N:13]([O:15][CH3:16])[CH3:14])=[O:12], predict the reactants needed to synthesize it. The reactants are: [I:1][C:2]1[CH:3]=[C:4]2[C:8](=[CH:9][CH:10]=1)[NH:7][N:6]=[C:5]2[C:11]([N:13]([O:15][CH3:16])[CH3:14])=[O:12].CC1C=CC(S(O)(=O)=O)=CC=1.[O:28]1[CH:33]=[CH:32][CH2:31][CH2:30][CH2:29]1. (3) Given the product [C:13]1([C:19]2[N:20]=[CH:21][C:22]([N:31]([CH2:35][CH2:36][CH2:37][CH2:38][O:39][CH2:40][C:41]([NH:43][S:9](=[O:11])(=[O:10])[OH:12])=[O:42])[CH:32]([CH3:34])[CH3:33])=[N:23][C:24]=2[C:25]2[CH:30]=[CH:29][CH:28]=[CH:27][CH:26]=2)[CH:14]=[CH:15][CH:16]=[CH:17][CH:18]=1, predict the reactants needed to synthesize it. The reactants are: N1C=CC=CC=1C.Cl[S:9]([OH:12])(=[O:11])=[O:10].[C:13]1([C:19]2[N:20]=[CH:21][C:22]([N:31]([CH2:35][CH2:36][CH2:37][CH2:38][O:39][CH2:40][C:41]([NH2:43])=[O:42])[CH:32]([CH3:34])[CH3:33])=[N:23][C:24]=2[C:25]2[CH:30]=[CH:29][CH:28]=[CH:27][CH:26]=2)[CH:18]=[CH:17][CH:16]=[CH:15][CH:14]=1. (4) Given the product [C:20]([OH:27])(=[O:26])/[CH:21]=[CH:22]/[C:23]([OH:25])=[O:24].[S:1]1[CH:5]=[CH:4][C:3]2[C:6]([C:10]3[N:11]4[CH2:19][CH2:18][N:17]=[C:12]4[S:13][C:14]=3[S:15][CH3:16])=[CH:7][CH:8]=[CH:9][C:2]1=2, predict the reactants needed to synthesize it. The reactants are: [S:1]1[CH:5]=[CH:4][C:3]2[C:6]([C:10]3[N:11]4[CH2:19][CH2:18][N:17]=[C:12]4[S:13][C:14]=3[S:15][CH3:16])=[CH:7][CH:8]=[CH:9][C:2]1=2.[C:20]([OH:27])(=[O:26])/[CH:21]=[CH:22]/[C:23]([OH:25])=[O:24]. (5) Given the product [N+:9]([C:6]1[CH:7]=[CH:8][C:2]([O:17][CH:14]2[CH2:15][CH2:16][O:12][CH2:13]2)=[C:3]([CH:5]=1)[NH2:4])([O-:11])=[O:10], predict the reactants needed to synthesize it. The reactants are: F[C:2]1[CH:8]=[CH:7][C:6]([N+:9]([O-:11])=[O:10])=[CH:5][C:3]=1[NH2:4].[O:12]1[CH2:16][CH2:15][CH:14]([OH:17])[CH2:13]1.CC(C)([O-])C.[K+]. (6) Given the product [Br:14][CH2:4][C:5]1[CH:13]=[CH:12][C:8]([C:9]([Cl:11])=[O:10])=[CH:7][CH:6]=1, predict the reactants needed to synthesize it. The reactants are: [Cl-].[Ca+2].[Cl-].[CH3:4][C:5]1[CH:13]=[CH:12][C:8]([C:9]([Cl:11])=[O:10])=[CH:7][CH:6]=1.[Br:14]N1C(=O)CCC1=O. (7) Given the product [S:12]1[CH2:13][CH2:14][NH:1][C:2]2[CH:3]=[C:4]([C:5]([O:7][CH3:8])=[O:6])[CH:9]=[CH:10][C:11]1=2, predict the reactants needed to synthesize it. The reactants are: [NH2:1][C:2]1[CH:3]=[C:4]([CH:9]=[CH:10][C:11]=1[S:12][CH2:13][CH2:14]Cl)[C:5]([O:7][CH3:8])=[O:6].[I-].[Na+].